From a dataset of Reaction yield outcomes from USPTO patents with 853,638 reactions. Predict the reaction yield, written as a fraction of the theoretical maximum amount of product (1.0 means a 100% yield; for example, 0.34 means a 34% yield). (1) The reactants are [Cl:1][C:2]1(C)[CH:7]=[CH:6][CH:5]=[C:4]([Cl:8])[CH2:3]1.[CH3:10]CCCCCC.[B:17]1([B:17]2[O:21][C:20]([CH3:23])([CH3:22])[C:19]([CH3:25])([CH3:24])[O:18]2)[O:21][C:20]([CH3:23])([CH3:22])[C:19]([CH3:25])([CH3:24])[O:18]1. The catalyst is N1C=CC=CC=1C1C=CC=CN=1.COC(C)(C)C. The product is [Cl:8][C:4]1[CH:5]=[C:6]([B:17]2[O:21][C:20]([CH3:23])([CH3:22])[C:19]([CH3:25])([CH3:24])[O:18]2)[CH:7]=[C:2]([Cl:1])[C:3]=1[CH3:10]. The yield is 0.730. (2) The reactants are [CH3:1][C:2]([CH3:6])([CH3:5])[C:3]#[N:4].[C:7]([Cl:10])(=[O:9])C. The catalyst is CO. The product is [ClH:10].[CH3:1][C:2]([CH3:6])([CH3:5])[C:3](=[NH:4])[O:9][CH3:7]. The yield is 0.900. (3) The reactants are [N:1]1([CH2:7][CH2:8][CH2:9][O:10][C:11]2[CH:16]=[CH:15][C:14]([NH2:17])=[CH:13][CH:12]=2)[CH2:6][CH2:5][CH2:4][CH2:3][CH2:2]1.[F:18][C:19]1[CH:20]=[C:21]2[C:25](=[CH:26][CH:27]=1)[NH:24][C:23](=[O:28])[C:22]2=[CH:29]O. No catalyst specified. The product is [F:18][C:19]1[CH:20]=[C:21]2[C:25](=[CH:26][CH:27]=1)[NH:24][C:23](=[O:28])[C:22]2=[CH:29][NH:17][C:14]1[CH:13]=[CH:12][C:11]([O:10][CH2:9][CH2:8][CH2:7][N:1]2[CH2:2][CH2:3][CH2:4][CH2:5][CH2:6]2)=[CH:16][CH:15]=1. The yield is 0.470. (4) The reactants are C[O:2][C:3]1[CH:8]=[CH:7][C:6]([C:9]2([C:12]([O:14][CH3:15])=[O:13])[CH2:11][CH2:10]2)=[CH:5][CH:4]=1.CCS.[Al+3].[Cl-].[Cl-].[Cl-]. The catalyst is C(Cl)Cl. The product is [CH3:15][O:14][C:12]([C:9]1([C:6]2[CH:5]=[CH:4][C:3]([OH:2])=[CH:8][CH:7]=2)[CH2:10][CH2:11]1)=[O:13]. The yield is 0.950. (5) The reactants are [Cl:1][C:2]1[CH:10]=[C:9]2[C:5]([C:6]([C:12]3[N:13]=[C:14]4[C:20]([C:21]([OH:23])=O)=[CH:19][N:18]([CH2:24][O:25][CH2:26][CH2:27][Si:28]([CH3:31])([CH3:30])[CH3:29])[C:15]4=[N:16][CH:17]=3)=[N:7][N:8]2[CH3:11])=[CH:4][CH:3]=1.[NH2:32][C@H:33]([CH3:42])[C:34]([N:36]1[CH2:39][C:38]([F:41])([F:40])[CH2:37]1)=[O:35].C1C=CC2N(O)N=NC=2C=1.C(Cl)CCl.C(N(CC)C(C)C)(C)C. The catalyst is CN(C=O)C. The product is [F:41][C:38]1([F:40])[CH2:39][N:36]([C:34](=[O:35])[C@H:33]([NH:32][C:21]([C:20]2[C:14]3[C:15](=[N:16][CH:17]=[C:12]([C:6]4[C:5]5[C:9](=[CH:10][C:2]([Cl:1])=[CH:3][CH:4]=5)[N:8]([CH3:11])[N:7]=4)[N:13]=3)[N:18]([CH2:24][O:25][CH2:26][CH2:27][Si:28]([CH3:30])([CH3:31])[CH3:29])[CH:19]=2)=[O:23])[CH3:42])[CH2:37]1. The yield is 0.610.